Dataset: Forward reaction prediction with 1.9M reactions from USPTO patents (1976-2016). Task: Predict the product of the given reaction. (1) Given the reactants [C:1]([O:5][C:6]([NH:8][O:9][CH2:10][C:11]([OH:13])=O)=[O:7])([CH3:4])([CH3:3])[CH3:2].[CH3:14][N:15]1CCOCC1.ClC(OCC(C)C)=O.CN.C(O)C, predict the reaction product. The product is: [CH3:14][NH:15][C:11](=[O:13])[CH2:10][O:9][NH:8][C:6](=[O:7])[O:5][C:1]([CH3:4])([CH3:3])[CH3:2]. (2) Given the reactants [Br:1][C:2]1[CH:10]=[CH:9][C:5]([C:6]([O-:8])=O)=[C:4]([CH2:11]Br)[CH:3]=1.[NH2:13][CH2:14][CH2:15][CH:16]1[CH2:20][CH2:19][CH2:18][N:17]1[CH3:21], predict the reaction product. The product is: [Br:1][C:2]1[CH:3]=[C:4]2[C:5](=[CH:9][CH:10]=1)[C:6](=[O:8])[N:13]([CH2:14][CH2:15][CH:16]1[CH2:20][CH2:19][CH2:18][N:17]1[CH3:21])[CH2:11]2.